This data is from Full USPTO retrosynthesis dataset with 1.9M reactions from patents (1976-2016). The task is: Predict the reactants needed to synthesize the given product. Given the product [F:10][C:11]([F:18])([F:17])[C:12]1[CH:16]=[CH:15][N:14]([C:2]2[N:7]=[CH:6][C:5]([CH:8]=[O:9])=[CH:4][CH:3]=2)[N:13]=1, predict the reactants needed to synthesize it. The reactants are: F[C:2]1[N:7]=[CH:6][C:5]([CH:8]=[O:9])=[CH:4][CH:3]=1.[F:10][C:11]([F:18])([F:17])[C:12]1[CH:16]=[CH:15][NH:14][N:13]=1.C(=O)([O-])[O-].[K+].[K+].